From a dataset of Full USPTO retrosynthesis dataset with 1.9M reactions from patents (1976-2016). Predict the reactants needed to synthesize the given product. (1) Given the product [Br:32][CH:20]([C:13]1[C:14]2[C:19](=[CH:18][CH:17]=[CH:16][CH:15]=2)[C:10]([C:5]2[C:4]([CH3:25])=[C:3]([OH:2])[CH:8]=[CH:7][C:6]=2[CH3:9])=[N:11][CH:12]=1)[CH2:21][CH2:22][CH3:23], predict the reactants needed to synthesize it. The reactants are: C[O:2][C:3]1[C:4]([CH3:25])=[C:5]([C:10]2[C:19]3[C:14](=[CH:15][CH:16]=[CH:17][CH:18]=3)[C:13]([CH:20](O)[CH2:21][CH2:22][CH3:23])=[CH:12][N:11]=2)[C:6]([CH3:9])=[CH:7][CH:8]=1.[H-].[Na+].C(I)C.B(Br)(Br)[Br:32].Cl.[OH-].[Na+]. (2) Given the product [CH2:1]([O:8][C@H:9]1[C@H:15]([O:16][CH2:17][C:18]2[CH:19]=[CH:20][CH:21]=[CH:22][CH:23]=2)[C@@H:14]([O:24][CH2:25][C:26]2[CH:31]=[CH:30][CH:29]=[CH:28][CH:27]=2)[C@:13]2([C:33]3[CH:38]=[CH:37][C:36]([Cl:39])=[C:35]([CH2:40][C:41]4[CH:46]=[CH:45][C:44]([O:47][CH2:48][CH3:49])=[C:43]([F:50])[C:42]=4[F:51])[CH:34]=3)[O:32][C@@:10]1([CH:52]([OH:53])[CH3:54])[CH2:11][O:12]2)[C:2]1[CH:7]=[CH:6][CH:5]=[CH:4][CH:3]=1, predict the reactants needed to synthesize it. The reactants are: [CH2:1]([O:8][C@H:9]1[C@H:15]([O:16][CH2:17][C:18]2[CH:23]=[CH:22][CH:21]=[CH:20][CH:19]=2)[C@@H:14]([O:24][CH2:25][C:26]2[CH:31]=[CH:30][CH:29]=[CH:28][CH:27]=2)[C@:13]2([C:33]3[CH:38]=[CH:37][C:36]([Cl:39])=[C:35]([CH2:40][C:41]4[CH:46]=[CH:45][C:44]([O:47][CH2:48][CH3:49])=[C:43]([F:50])[C:42]=4[F:51])[CH:34]=3)[O:32][C@@:10]1([CH:52]=[O:53])[CH2:11][O:12]2)[C:2]1[CH:7]=[CH:6][CH:5]=[CH:4][CH:3]=1.[CH3:54][Mg]Br.